From a dataset of Forward reaction prediction with 1.9M reactions from USPTO patents (1976-2016). Predict the product of the given reaction. Given the reactants C[O:2][C:3]([C:5]1[S:6][C:7]([C:34]([CH3:37])([CH3:36])[CH3:35])=[CH:8][C:9]=1[CH2:10][NH:11][CH2:12][C:13]1[CH:18]=[CH:17][C:16]([C:19]2[CH:24]=[C:23]([C:25]3[CH:26]=[N:27][N:28]([CH3:30])[CH:29]=3)[N:22]=[C:21]([O:31][CH3:32])[CH:20]=2)=[CH:15][C:14]=1[F:33])=[O:4].O.[OH-].[Li+].C1COCC1, predict the reaction product. The product is: [C:34]([C:7]1[S:6][C:5]([C:3]([OH:4])=[O:2])=[C:9]([CH2:10][NH:11][CH2:12][C:13]2[CH:18]=[CH:17][C:16]([C:19]3[CH:24]=[C:23]([C:25]4[CH:26]=[N:27][N:28]([CH3:30])[CH:29]=4)[N:22]=[C:21]([O:31][CH3:32])[CH:20]=3)=[CH:15][C:14]=2[F:33])[CH:8]=1)([CH3:37])([CH3:35])[CH3:36].